The task is: Regression. Given a target protein amino acid sequence and a drug SMILES string, predict the binding affinity score between them. We predict pIC50 (pIC50 = -log10(IC50 in M); higher means more potent). Dataset: bindingdb_ic50.. This data is from Drug-target binding data from BindingDB using IC50 measurements. (1) The compound is CC(=O)N(C)[C@H](C)c1cncc(-c2cnc3c(c2)CCCN3C(N)=O)c1. The target protein sequence is MALRAKAEVCMAAPWLSLQRAQALSTRAARAPSTVLPFEAIPQRPGSRWLRLLQIWREQGYEHLHLEVHQTFQELGPIFRNGPEWRFNRLRLNPDVLSPKAVQRFLPMVDAVARDFSQALRNKVVQNARGSLTLDVQPSIFHYTIEASNLALFGERLGLVGHSPSSASLSFLHALEVMFKSTVQLMFMPRSLSRWTSPKVWKEHFEAWDCIFQYGDNCIQKIYQELALSRPQQYTGIVAELLLNAELSLEAIKANSMELTAGSVDTTAFPLLMTLFELARNPDVQQALRQESLAAAASISEHPQKATTELPLMRAALKETLRLYPVGLFLERVVSSDLVLQNYHIPAGTLVQVFLYSLGRNPALFPRPERYNPQRWLDIRGSGKNFHNVPFGFGMRQCLGRRLAEAEMLLLLHHVLKHLQVETLTQEDIKMVYSFILRPSTFPLLTFRAIN. The pIC50 is 7.4. (2) The small molecule is CN1Cc2cc(-n3cc(C#N)c4cc(Oc5ccc(NC(=O)[C@@H]6CCCN6)cc5)ccc43)ccc2C1=O. The target protein (P16118) has sequence MSPEMGELTQTRLQKIWIPHSSGSSRLQRRRGSSIPQFTNSPTMVIMVGLPARGKTYISTKLTRYLNWIGTPTKVFNLGQYRREAVSYKNYEFFLPDNMEALQIRKQCALAALKDVHNYLSHEEGHVAVFDATNTTRERRSLILQFAKEHGYKVFFIESICNDPGIIAENIRQVKLGSPDYIDCDREKVLEDFLKRIECYEVNYQPLDEELDSHLSYIKIFDVGTRYMVNRVQDHIQSRTVYYLMNIHVTPRSIYLCRHGESELNIRGRIGGDSGLSVRGKQYAYALANFIQSQGISSLKVWTSHMKRTIQTAEALGVPYEQWKALNEIDAGVCEEMTYEEIQEHYPEEFALRDQDKYRYRYPKGESYEDLVQRLEPVIMELERQENVLVICHQAVMRCLLAYFLDKSSDELPYLKCPLHTVLKLTPVAYGCKVESIYLNVEAVNTHREKPENVDITREPEEALDTVPAHY. The pIC50 is 6.2. (3) The small molecule is CC(C)C[C@H](NC(=O)c1[nH]cnc1C(=O)N[C@@H](C)C(=O)OC(C)(C)C)C(=O)OCc1ccccc1. The target protein (P22696) has sequence MPSDVASRTGLPTPWTVRYSKSKKREYFFNPETKHSQWEEPEGTNKDQLHKHLRDHPVRVRCLHILIKHKDSRRPASHRSENITISKQDATDELKTLITRLDDDSKTNSFEALAKERSDCSSYKRGGDLGWFGRGEMQPSFEDAAFQLKVGEVSDIVESGSGVHVIKRVG. The pIC50 is 5.0. (4) The drug is Brc1ccc(OCCCCn2ccnc2)cc1. The target protein sequence is MERPQLDSMSQDLSEALKEATKEVHIRAENSEFMRNFQKGQVSREGFKLVMASLYHIYTALEEEIERNKQNPVYAPLYFPEELHRRAALEQDMAFWYGPHWQEAIPYTPATQHYVKRLHEVGGTHPELLVAHAYTRYLGDLSGGQVLKKIAQKAMALPSSGEGLAFFTFPSIDNPTKFKQLYRARMNTLEMTPEVKHRVTEEAKTAFLLNIELFEELQALLTEEHKDQSPSQTEFLRQRPASLVQDTTSAETPRGKSQISTSSSQTPLLRWVLTLSFLLATVAVGIYAM. The pIC50 is 4.5.